This data is from NCI-60 drug combinations with 297,098 pairs across 59 cell lines. The task is: Regression. Given two drug SMILES strings and cell line genomic features, predict the synergy score measuring deviation from expected non-interaction effect. (1) Drug 1: C1CCN(CC1)CCOC2=CC=C(C=C2)C(=O)C3=C(SC4=C3C=CC(=C4)O)C5=CC=C(C=C5)O. Drug 2: CN(C)N=NC1=C(NC=N1)C(=O)N. Cell line: OVCAR3. Synergy scores: CSS=-5.61, Synergy_ZIP=-0.618, Synergy_Bliss=-6.91, Synergy_Loewe=-10.2, Synergy_HSA=-9.35. (2) Drug 1: CCCCC(=O)OCC(=O)C1(CC(C2=C(C1)C(=C3C(=C2O)C(=O)C4=C(C3=O)C=CC=C4OC)O)OC5CC(C(C(O5)C)O)NC(=O)C(F)(F)F)O. Drug 2: CC(C)CN1C=NC2=C1C3=CC=CC=C3N=C2N. Cell line: MDA-MB-435. Synergy scores: CSS=1.00, Synergy_ZIP=7.25, Synergy_Bliss=6.38, Synergy_Loewe=-2.66, Synergy_HSA=-2.67. (3) Drug 1: CC=C1C(=O)NC(C(=O)OC2CC(=O)NC(C(=O)NC(CSSCCC=C2)C(=O)N1)C(C)C)C(C)C. Drug 2: C1CN1C2=NC(=NC(=N2)N3CC3)N4CC4. Cell line: OVCAR3. Synergy scores: CSS=50.2, Synergy_ZIP=1.27, Synergy_Bliss=5.31, Synergy_Loewe=-3.90, Synergy_HSA=8.23. (4) Drug 1: CC(C)(C#N)C1=CC(=CC(=C1)CN2C=NC=N2)C(C)(C)C#N. Drug 2: CC1CCCC2(C(O2)CC(NC(=O)CC(C(C(=O)C(C1O)C)(C)C)O)C(=CC3=CSC(=N3)C)C)C. Cell line: PC-3. Synergy scores: CSS=41.8, Synergy_ZIP=0.112, Synergy_Bliss=2.01, Synergy_Loewe=-6.54, Synergy_HSA=4.17. (5) Drug 1: COC1=CC(=CC(=C1O)OC)C2C3C(COC3=O)C(C4=CC5=C(C=C24)OCO5)OC6C(C(C7C(O6)COC(O7)C8=CC=CS8)O)O. Drug 2: C1=CN(C(=O)N=C1N)C2C(C(C(O2)CO)O)O.Cl. Cell line: NCI-H226. Synergy scores: CSS=20.5, Synergy_ZIP=-6.48, Synergy_Bliss=-5.81, Synergy_Loewe=-3.32, Synergy_HSA=-2.50. (6) Drug 1: C1=CC(=CC=C1C#N)C(C2=CC=C(C=C2)C#N)N3C=NC=N3. Drug 2: CN1C(=O)N2C=NC(=C2N=N1)C(=O)N. Cell line: CAKI-1. Synergy scores: CSS=-2.25, Synergy_ZIP=0.468, Synergy_Bliss=-2.08, Synergy_Loewe=-5.41, Synergy_HSA=-5.72.